This data is from Forward reaction prediction with 1.9M reactions from USPTO patents (1976-2016). The task is: Predict the product of the given reaction. (1) Given the reactants [NH2:1][C:2]1[CH:3]=[CH:4][C:5]([C:8]([OH:10])=O)=[N:6][CH:7]=1.[CH2:11]([N:13]([CH2:17][CH3:18])[CH2:14][CH2:15][NH2:16])[CH3:12].F[P-](F)(F)(F)(F)F.N1(OC(N(C)C)=[N+](C)C)C2N=CC=CC=2N=N1.CCN(C(C)C)C(C)C, predict the reaction product. The product is: [CH2:11]([N:13]([CH2:17][CH3:18])[CH2:14][CH2:15][NH:16][C:8]([C:5]1[CH:4]=[CH:3][C:2]([NH2:1])=[CH:7][N:6]=1)=[O:10])[CH3:12]. (2) Given the reactants C([O:5][C:6](=[O:56])[CH:7]([N:11]([CH2:23][C:24]1[CH:29]=[CH:28][C:27]([C:30](=[O:55])[NH:31][CH2:32][CH2:33][CH:34]([CH2:45][CH2:46][NH:47][C:48]([CH3:54])([CH3:53])[C:49](=[N:51][OH:52])[CH3:50])[CH2:35][CH2:36][NH:37][C:38]([CH3:44])([CH3:43])[C:39](=[N:41][OH:42])[CH3:40])=[CH:26][CH:25]=1)[S:12]([C:15]1[CH:20]=[CH:19][C:18]([O:21][CH3:22])=[CH:17][CH:16]=1)(=[O:14])=[O:13])[CH:8]([CH3:10])[CH3:9])(C)(C)C.Cl, predict the reaction product. The product is: [OH:52][N:51]=[C:49]([CH3:50])[C:48]([NH:47][CH2:46][CH2:45][CH:34]([CH2:35][CH2:36][NH:37][C:38]([CH3:43])([CH3:44])[C:39](=[N:41][OH:42])[CH3:40])[CH2:33][CH2:32][NH:31][C:30]([C:27]1[CH:26]=[CH:25][C:24]([CH2:23][N:11]([S:12]([C:15]2[CH:16]=[CH:17][C:18]([O:21][CH3:22])=[CH:19][CH:20]=2)(=[O:13])=[O:14])[CH:7]([CH:8]([CH3:10])[CH3:9])[C:6]([OH:56])=[O:5])=[CH:29][CH:28]=1)=[O:55])([CH3:54])[CH3:53].